Dataset: Forward reaction prediction with 1.9M reactions from USPTO patents (1976-2016). Task: Predict the product of the given reaction. Given the reactants [H-].[Na+].[OH:3][CH2:4][C:5]1[CH:6]=[C:7]([C:16]2[CH:17]=[C:18]([CH:21]=[CH:22][C:23]=2[O:24][C:25]([F:28])([F:27])[F:26])[CH:19]=[O:20])[C:8]2[O:12][CH2:11][C:10]([CH3:14])([CH3:13])[C:9]=2[CH:15]=1.[CH3:29]I.O, predict the reaction product. The product is: [CH3:29][O:3][CH2:4][C:5]1[CH:6]=[C:7]([C:16]2[CH:17]=[C:18]([CH:21]=[CH:22][C:23]=2[O:24][C:25]([F:28])([F:26])[F:27])[CH:19]=[O:20])[C:8]2[O:12][CH2:11][C:10]([CH3:13])([CH3:14])[C:9]=2[CH:15]=1.